The task is: Predict the reaction yield, written as a fraction of the theoretical maximum amount of product (1.0 means a 100% yield; for example, 0.34 means a 34% yield).. This data is from Reaction yield outcomes from USPTO patents with 853,638 reactions. (1) The reactants are C([O:4][C@H:5]([CH3:23])[CH2:6][CH2:7][CH2:8][CH2:9][N:10]1[C:19](=[O:20])[C:18]2[N:17]([CH3:21])[N:16]=[N:15][C:14]=2[N:13]([CH3:22])[C:11]1=[O:12])(=O)C.Cl.C(OCC)C. The catalyst is CO. The product is [CH3:22][N:13]1[C:14]2[N:15]=[N:16][N:17]([CH3:21])[C:18]=2[C:19](=[O:20])[N:10]([CH2:9][CH2:8][CH2:7][CH2:6][C@H:5]([OH:4])[CH3:23])[C:11]1=[O:12]. The yield is 0.880. (2) The yield is 0.870. The product is [C:13]1([C:7]2[CH:8]=[CH:9][CH:10]=[CH:11][CH:12]=2)[CH:14]=[CH:15][C:16]([O:19][C:25]2[CH:24]=[N:23][CH:22]=[C:21]([Br:20])[C:26]=2[CH:27]=[O:28])=[CH:17][CH:18]=1. The catalyst is C1COCC1. The reactants are C(=O)([O-])[O-].[Cs+].[Cs+].[C:7]1([C:13]2[CH:18]=[CH:17][C:16]([OH:19])=[CH:15][CH:14]=2)[CH:12]=[CH:11][CH:10]=[CH:9][CH:8]=1.[Br:20][C:21]1[CH:22]=[N:23][CH:24]=[C:25](Br)[C:26]=1[CH:27]=[O:28].